This data is from Reaction yield outcomes from USPTO patents with 853,638 reactions. The task is: Predict the reaction yield, written as a fraction of the theoretical maximum amount of product (1.0 means a 100% yield; for example, 0.34 means a 34% yield). The reactants are Br[C:2]1[N:7]=[C:6]([C:8]([OH:10])=[O:9])[C:5]([F:11])=[CH:4][CH:3]=1.[CH2:12]([O:19][C:20]1[CH:25]=[CH:24][C:23](B(O)O)=[C:22]([F:29])[CH:21]=1)[C:13]1[CH:18]=[CH:17][CH:16]=[CH:15][CH:14]=1. The catalyst is C1C=CC(P(C2C=CC=CC=2)[C-]2C=CC=C2)=CC=1.C1C=CC(P(C2C=CC=CC=2)[C-]2C=CC=C2)=CC=1.Cl[Pd]Cl.[Fe+2].C(Cl)Cl. The product is [CH2:12]([O:19][C:20]1[CH:25]=[CH:24][C:23]([C:2]2[N:7]=[C:6]([C:8]([OH:10])=[O:9])[C:5]([F:11])=[CH:4][CH:3]=2)=[C:22]([F:29])[CH:21]=1)[C:13]1[CH:14]=[CH:15][CH:16]=[CH:17][CH:18]=1. The yield is 0.410.